This data is from Forward reaction prediction with 1.9M reactions from USPTO patents (1976-2016). The task is: Predict the product of the given reaction. (1) Given the reactants [CH:1]1[C:10]2[CH:9]=[CH:8][CH:7]=[C:6]([S:11]([N:14]3[CH2:20][CH2:19][CH2:18][NH:17][CH2:16][CH2:15]3)(=[O:13])=[O:12])[C:5]=2[CH:4]=[CH:3][N:2]=1.[C:21]([O:25][C:26]([NH:28][CH2:29][CH2:30][C:31](O)=[O:32])=[O:27])([CH3:24])([CH3:23])[CH3:22], predict the reaction product. The product is: [C:21]([O:25][C:26]([NH:28][CH2:29][CH2:30][C:31]([N:17]1[CH2:18][CH2:19][CH2:20][N:14]([S:11]([C:6]2[C:5]3[CH:4]=[CH:3][N:2]=[CH:1][C:10]=3[CH:9]=[CH:8][CH:7]=2)(=[O:12])=[O:13])[CH2:15][CH2:16]1)=[O:32])=[O:27])([CH3:24])([CH3:23])[CH3:22]. (2) Given the reactants C[O:2][C:3]([C:5]1[S:6][CH:7]=[CH:8][C:9]=1[NH2:10])=S.[CH:11]([NH2:13])=O, predict the reaction product. The product is: [N:10]1[C:9]2[CH:8]=[CH:7][S:6][C:5]=2[C:3](=[O:2])[NH:13][CH:11]=1. (3) Given the reactants [F:1][C:2]([F:33])([F:32])[C:3]1[CH:27]=[C:26]([C:28]([F:31])([F:30])[F:29])[CH:25]=[CH:24][C:4]=1[CH2:5][N:6]1[C:14]2[C:9](=[CH:10][C:11]([CH:15]=[C:16]3[S:20][C:19](SC)=[N:18][C:17]3=[O:23])=[CH:12][CH:13]=2)[CH:8]=[N:7]1.[CH3:34][N:35]1[CH2:41][CH2:40][CH2:39][NH:38][CH2:37][CH2:36]1, predict the reaction product. The product is: [F:33][C:2]([F:32])([F:1])[C:3]1[CH:27]=[C:26]([C:28]([F:31])([F:29])[F:30])[CH:25]=[CH:24][C:4]=1[CH2:5][N:6]1[C:14]2[C:9](=[CH:10][C:11]([CH:15]=[C:16]3[S:20][C:19]([N:38]4[CH2:39][CH2:40][CH2:41][N:35]([CH3:34])[CH2:36][CH2:37]4)=[N:18][C:17]3=[O:23])=[CH:12][CH:13]=2)[CH:8]=[N:7]1. (4) Given the reactants [F:1][C:2]([C:5]1[O:9][C:8]([CH2:10][N:11]2[CH:15]=[CH:14][C:13]([NH2:16])=[N:12]2)=[CH:7][CH:6]=1)([F:4])[CH3:3].[CH3:17][C:18]1[O:19][C:20]([C:26]2[CH:27]=[C:28]([CH3:32])[CH:29]=[CH:30][CH:31]=2)=[C:21]([C:23](O)=[O:24])[N:22]=1, predict the reaction product. The product is: [F:4][C:2]([C:5]1[O:9][C:8]([CH2:10][N:11]2[CH:15]=[CH:14][C:13]([NH:16][C:23]([C:21]3[N:22]=[C:18]([CH3:17])[O:19][C:20]=3[C:26]3[CH:27]=[C:28]([CH3:32])[CH:29]=[CH:30][CH:31]=3)=[O:24])=[N:12]2)=[CH:7][CH:6]=1)([F:1])[CH3:3]. (5) Given the reactants [NH2:1][C:2]1[CH:7]=[CH:6][C:5]([C:8](=[O:10])[CH3:9])=[C:4]([O:11][CH2:12][CH2:13][CH:14]=[CH2:15])[CH:3]=1.N1C=CC=CC=1.Cl[C:23]([O:25][CH3:26])=[O:24], predict the reaction product. The product is: [C:8]([C:5]1[CH:6]=[CH:7][C:2]([NH:1][C:23](=[O:24])[O:25][CH3:26])=[CH:3][C:4]=1[O:11][CH2:12][CH2:13][CH:14]=[CH2:15])(=[O:10])[CH3:9]. (6) Given the reactants [CH3:1][O:2][C:3](=[O:12])[C:4]1[CH:9]=[C:8]([I:10])[CH:7]=[CH:6][C:5]=1[NH2:11].[Cl:13]N1C(=O)CCC1=O, predict the reaction product. The product is: [CH3:1][O:2][C:3](=[O:12])[C:4]1[CH:9]=[C:8]([I:10])[CH:7]=[C:6]([Cl:13])[C:5]=1[NH2:11]. (7) Given the reactants C(OC([N:8]1[CH2:13][CH2:12][CH:11]([N:14]2[CH:18]=[C:17]([C:19]3[CH:20]=[CH:21][C:22]4[N:23]([C:25]([CH2:28][C:29]5[C:30]([F:40])=[C:31]6[C:36](=[CH:37][C:38]=5[F:39])[N:35]=[CH:34][CH:33]=[CH:32]6)=[CH:26][N:27]=4)[N:24]=3)[CH:16]=[N:15]2)[CH2:10][CH2:9]1)=O)(C)(C)C.C(O)(C(F)(F)F)=O, predict the reaction product. The product is: [F:40][C:30]1[C:29]([CH2:28][C:25]2[N:23]3[N:24]=[C:19]([C:17]4[CH:16]=[N:15][N:14]([CH:11]5[CH2:12][CH2:13][NH:8][CH2:9][CH2:10]5)[CH:18]=4)[CH:20]=[CH:21][C:22]3=[N:27][CH:26]=2)=[C:38]([F:39])[CH:37]=[C:36]2[C:31]=1[CH:32]=[CH:33][CH:34]=[N:35]2. (8) Given the reactants [CH3:1][O:2][C:3](=[O:9])[CH2:4][C:5](=[O:8])[CH2:6][CH3:7].[Cl:10][C:11]1[CH:12]=[C:13]([CH:16]=[C:17]([Cl:19])[CH:18]=1)[CH:14]=O.N1CCCCC1.C(O)(=O)C, predict the reaction product. The product is: [CH3:1][O:2][C:3](=[O:9])[C:4]([C:5](=[O:8])[CH2:6][CH3:7])=[CH:14][C:13]1[CH:12]=[C:11]([Cl:10])[CH:18]=[C:17]([Cl:19])[CH:16]=1.